This data is from Catalyst prediction with 721,799 reactions and 888 catalyst types from USPTO. The task is: Predict which catalyst facilitates the given reaction. Reactant: [CH:1]1[C:14]2[C:5](=[N:6][C:7]3[C:12]([C:13]=2[C:15]([N:17]2[CH2:22][CH2:21][N:20]([C:23]4[CH:28]=[CH:27][CH:26]=[C:25]([OH:29])[CH:24]=4)[CH2:19][CH2:18]2)=[O:16])=[CH:11][CH:10]=[CH:9][CH:8]=3)[CH:4]=[CH:3][CH:2]=1.[CH3:30][S:31](Cl)(=[O:33])=[O:32]. Product: [CH3:30][S:31]([O:29][C:25]1[CH:26]=[CH:27][CH:28]=[C:23]([N:20]2[CH2:21][CH2:22][N:17]([C:15]([C:13]3[C:14]4[C:5]([N:6]=[C:7]5[C:12]=3[CH:11]=[CH:10][CH:9]=[CH:8]5)=[CH:4][CH:3]=[CH:2][CH:1]=4)=[O:16])[CH2:18][CH2:19]2)[CH:24]=1)(=[O:33])=[O:32]. The catalyst class is: 17.